The task is: Predict the reactants needed to synthesize the given product.. This data is from Full USPTO retrosynthesis dataset with 1.9M reactions from patents (1976-2016). Given the product [CH3:9][O:8][C:5]1[N:4]=[C:3]([CH3:10])[C:2]([B:11]2[O:15][C:14]([CH3:17])([CH3:16])[C:13]([CH3:19])([CH3:18])[O:12]2)=[CH:7][CH:6]=1, predict the reactants needed to synthesize it. The reactants are: Br[C:2]1[C:3]([CH3:10])=[N:4][C:5]([O:8][CH3:9])=[CH:6][CH:7]=1.[B:11]1([B:11]2[O:15][C:14]([CH3:17])([CH3:16])[C:13]([CH3:19])([CH3:18])[O:12]2)[O:15][C:14]([CH3:17])([CH3:16])[C:13]([CH3:19])([CH3:18])[O:12]1.C([O-])(=O)C.[K+].CS(C)=O.